From a dataset of Catalyst prediction with 721,799 reactions and 888 catalyst types from USPTO. Predict which catalyst facilitates the given reaction. (1) Reactant: Cl.Cl.[NH2:3][CH2:4][C:5](=[O:20])[CH2:6][CH2:7][C:8]1[CH:13]=[CH:12][C:11]([C:14]2[N:15]=[C:16]([NH2:19])[S:17][CH:18]=2)=[CH:10][CH:9]=1.C(N(C(C)C)CC)(C)C.[C:30](=[O:37])([O:32][C:33]([CH3:36])([CH3:35])[CH3:34])N.C(=O)([O:40][C:41](C)(C)[CH3:42])N.O. Product: [C:41]([NH:19][C:16]1[S:17][CH:18]=[C:14]([C:11]2[CH:12]=[CH:13][C:8]([CH2:7][CH2:6][C:5](=[O:20])[CH2:4][NH:3][C:30](=[O:37])[O:32][C:33]([CH3:36])([CH3:35])[CH3:34])=[CH:9][CH:10]=2)[N:15]=1)(=[O:40])[CH3:42]. The catalyst class is: 306. (2) Reactant: [Cl:1][C:2]1[CH:12]=[C:11](Br)[CH:10]=[CH:9][C:3]=1[C:4]([O:6][CH2:7][CH3:8])=[O:5].[CH:14]([B-](F)(F)F)=[CH2:15].[K+].C([O-])([O-])=O.[K+].[K+]. Product: [Cl:1][C:2]1[CH:12]=[C:11]([CH:14]=[CH2:15])[CH:10]=[CH:9][C:3]=1[C:4]([O:6][CH2:7][CH3:8])=[O:5]. The catalyst class is: 58. (3) Reactant: [S:1]1[C:5]2[CH2:6][CH2:7][CH2:8][CH2:9][C:4]=2[N:3]=[C:2]1[C:10]([O:12]CC)=O.[C:15]([O:18][CH2:19][CH3:20])(=[O:17])[CH3:16].C[Si]([N-][Si](C)(C)C)(C)C.[Li+]. Product: [O:12]=[C:10]([C:2]1[S:1][C:5]2[CH2:6][CH2:7][CH2:8][CH2:9][C:4]=2[N:3]=1)[CH2:16][C:15]([O:18][CH2:19][CH3:20])=[O:17]. The catalyst class is: 1. (4) Reactant: [CH2:1]([O:8][C:9]1[C:10]([C:25]([O:27][CH2:28][CH3:29])=[O:26])=[N:11][N:12]2[CH:17]([C:18](=[O:22])[CH:19]=[N+]=[N-])[CH2:16][N:15]([CH3:23])[C:14](=[O:24])[C:13]=12)[C:2]1[CH:7]=[CH:6][CH:5]=[CH:4][CH:3]=1.[ClH:30]. Product: [CH2:1]([O:8][C:9]1[C:10]([C:25]([O:27][CH2:28][CH3:29])=[O:26])=[N:11][N:12]2[CH:17]([C:18](=[O:22])[CH2:19][Cl:30])[CH2:16][N:15]([CH3:23])[C:14](=[O:24])[C:13]=12)[C:2]1[CH:7]=[CH:6][CH:5]=[CH:4][CH:3]=1. The catalyst class is: 876.